Dataset: CYP2C9 inhibition data for predicting drug metabolism from PubChem BioAssay. Task: Regression/Classification. Given a drug SMILES string, predict its absorption, distribution, metabolism, or excretion properties. Task type varies by dataset: regression for continuous measurements (e.g., permeability, clearance, half-life) or binary classification for categorical outcomes (e.g., BBB penetration, CYP inhibition). Dataset: cyp2c9_veith. The compound is Cc1nc(-c2cccnc2)sc1C(=O)Nc1ccc(Cl)cc1. The result is 1 (inhibitor).